Dataset: Acute oral toxicity (LD50) regression data from Zhu et al.. Task: Regression/Classification. Given a drug SMILES string, predict its toxicity properties. Task type varies by dataset: regression for continuous values (e.g., LD50, hERG inhibition percentage) or binary classification for toxic/non-toxic outcomes (e.g., AMES mutagenicity, cardiotoxicity, hepatotoxicity). Dataset: ld50_zhu. (1) The molecule is CCOC(=S)SSC(=S)OCC. The rat oral LD50 is 2.70, given as -log10 of the dose in mol/kg body weight (higher means more acutely toxic). (2) The drug is CCOC(=O)C1OC1C. The rat oral LD50 is 2.42, given as -log10 of the dose in mol/kg body weight (higher means more acutely toxic). (3) The drug is COC(=NC#N)OC. The rat oral LD50 is 1.88, given as -log10 of the dose in mol/kg body weight (higher means more acutely toxic). (4) The molecule is Nc1cccc2c(Cl)ccc(Cl)c12. The rat oral LD50 is 1.78, given as -log10 of the dose in mol/kg body weight (higher means more acutely toxic). (5) The molecule is C=CC(OC(C)=O)OC(C)=O. The rat oral LD50 is 3.65, given as -log10 of the dose in mol/kg body weight (higher means more acutely toxic). (6) The molecule is Clc1sc(Cl)c(Cl)c1Cl. The rat oral LD50 is 3.50, given as -log10 of the dose in mol/kg body weight (higher means more acutely toxic). (7) The compound is O=S1(=O)CCCO1. The rat oral LD50 is 3.09, given as -log10 of the dose in mol/kg body weight (higher means more acutely toxic). (8) The molecule is CCCCN(CCN(CCCC)C(=O)N1CCOCC1)C(=O)N1CCOCC1. The rat oral LD50 is 3.17, given as -log10 of the dose in mol/kg body weight (higher means more acutely toxic).